From a dataset of Reaction yield outcomes from USPTO patents with 853,638 reactions. Predict the reaction yield, written as a fraction of the theoretical maximum amount of product (1.0 means a 100% yield; for example, 0.34 means a 34% yield). (1) The reactants are [CH:1]([C:3]1[CH:4]=[CH:5][C:6]2[O:11][CH2:10][C:9](=[O:12])[NH:8][C:7]=2[CH:13]=1)=[O:2].[CH2:14](I)[CH3:15]. No catalyst specified. The product is [CH2:14]([N:8]1[C:7]2[CH:13]=[C:3]([CH:1]=[O:2])[CH:4]=[CH:5][C:6]=2[O:11][CH2:10][C:9]1=[O:12])[CH3:15]. The yield is 0.810. (2) The yield is 0.900. The product is [N:22]1[CH:23]=[CH:24][C:19]([NH:18][CH2:17][CH:14]2[CH2:13][CH2:12][NH:11][CH2:16][CH2:15]2)=[CH:20][N:21]=1. The catalyst is C(O)C.[Pd]. The reactants are C(OC([N:11]1[CH2:16][CH2:15][CH:14]([CH2:17][NH:18][C:19]2[C:24](Cl)=[C:23](Cl)[N:22]=[N:21][CH:20]=2)[CH2:13][CH2:12]1)=O)C1C=CC=CC=1. (3) The reactants are [CH2:1]([C:3]1[C:4]([NH:25][CH2:26][C@@H:27]([C:43]([O:45]C(C)(C)C)=[O:44])[NH:28][C:29]([O:31][CH2:32][C:33]23[CH2:42][CH:37]4[CH2:38][CH:39]([CH2:41][CH:35]([CH2:36]4)[CH2:34]2)[CH2:40]3)=[O:30])=[N:5][CH:6]=[N:7][C:8]=1[N:9]1[CH2:14][CH2:13][CH:12]([C:15]2[N:24]=[C:23]3[C:18]([CH2:19][CH2:20][CH2:21][NH:22]3)=[CH:17][CH:16]=2)[CH2:11][CH2:10]1)[CH3:2].FC(F)(F)C(O)=O.ClCCl.CO.O.C(O)(=O)C.C1(C)C=CC=CC=1. The catalyst is ClCCl. The product is [CH2:1]([C:3]1[C:4]([NH:25][CH2:26][C@@H:27]([C:43]([OH:45])=[O:44])[NH:28][C:29]([O:31][CH2:32][C:33]23[CH2:34][CH:35]4[CH2:41][CH:39]([CH2:38][CH:37]([CH2:36]4)[CH2:42]2)[CH2:40]3)=[O:30])=[N:5][CH:6]=[N:7][C:8]=1[N:9]1[CH2:10][CH2:11][CH:12]([C:15]2[N:24]=[C:23]3[C:18]([CH2:19][CH2:20][CH2:21][NH:22]3)=[CH:17][CH:16]=2)[CH2:13][CH2:14]1)[CH3:2]. The yield is 0.610. (4) The reactants are [NH2:1][C:2]1[CH:3]=[CH:4][CH:5]=[C:6]2[C:11]=1[N:10]=[CH:9][CH:8]=[CH:7]2.[CH3:12][C:13]1[CH:18]=[CH:17][C:16]([S:19](Cl)(=[O:21])=[O:20])=[C:15]([N+:23]([O-:25])=[O:24])[CH:14]=1.N1C=CC=CC=1. The catalyst is C(Cl)Cl. The product is [CH3:12][C:13]1[CH:18]=[CH:17][C:16]([S:19]([NH:1][C:2]2[CH:3]=[CH:4][CH:5]=[C:6]3[C:11]=2[N:10]=[CH:9][CH:8]=[CH:7]3)(=[O:20])=[O:21])=[C:15]([N+:23]([O-:25])=[O:24])[CH:14]=1. The yield is 0.450.